Dataset: Full USPTO retrosynthesis dataset with 1.9M reactions from patents (1976-2016). Task: Predict the reactants needed to synthesize the given product. (1) Given the product [CH2:11]([C:4]1[S:3][C:2]2[NH:1][C:17](=[O:23])[N:41]([CH2:40][CH2:39][C:36]3[CH:37]=[CH:38][C:33]([F:32])=[CH:34][CH:35]=3)[C:7](=[O:9])[C:6]=2[CH:5]=1)[CH3:12], predict the reactants needed to synthesize it. The reactants are: [NH2:1][C:2]1[S:3][C:4]([CH2:11][CH3:12])=[CH:5][C:6]=1[C:7]([O:9]C)=O.ClC(Cl)(O[C:17](=[O:23])OC(Cl)(Cl)Cl)Cl.C(N(CC)CC)C.[F:32][C:33]1[CH:38]=[CH:37][C:36]([CH2:39][CH2:40][NH2:41])=[CH:35][CH:34]=1. (2) The reactants are: [C:1]([O:5][C:6]([N:8]1[CH:12]=[CH:11][CH:10]=[C:9]1B(O)O)=[O:7])([CH3:4])([CH3:3])[CH3:2].C(=O)([O-])[O-].[Na+].[Na+].[C:22]([O:25][C:26]1[CH:48]=[CH:47][C:46]([N:49]2[CH2:54][CH2:53][CH2:52][CH2:51][CH2:50]2)=[CH:45][C:27]=1[C:28]([NH:30][C:31]1[CH:43]=[C:42](Br)[CH:41]=[CH:40][C:32]=1[C:33]([O:35][C:36]([CH3:39])([CH3:38])[CH3:37])=[O:34])=[O:29])(=[O:24])[CH3:23].C(O)(=O)CC(CC(O)=O)(C(O)=O)O. Given the product [C:22]([O:25][C:26]1[CH:48]=[CH:47][C:46]([N:49]2[CH2:50][CH2:51][CH2:52][CH2:53][CH2:54]2)=[CH:45][C:27]=1[C:28]([NH:30][C:31]1[CH:43]=[C:42]([C:9]2[N:8]([C:6]([O:5][C:1]([CH3:4])([CH3:3])[CH3:2])=[O:7])[CH:12]=[CH:11][CH:10]=2)[CH:41]=[CH:40][C:32]=1[C:33]([O:35][C:36]([CH3:39])([CH3:38])[CH3:37])=[O:34])=[O:29])(=[O:24])[CH3:23], predict the reactants needed to synthesize it. (3) The reactants are: [CH:1]([CH:4]1[N:13]2[C:8](=[CH:9][C:10](=[O:19])[C:11]([C:14]([O:16]CC)=[O:15])=[CH:12]2)[C:7]2[CH:20]=[C:21]([O:30][CH3:31])[C:22]([O:24][CH2:25][C:26]([F:29])([F:28])[F:27])=[CH:23][C:6]=2[CH2:5]1)([CH3:3])[CH3:2].[OH-].[Na+].Cl. Given the product [CH:1]([CH:4]1[N:13]2[C:8](=[CH:9][C:10](=[O:19])[C:11]([C:14]([OH:16])=[O:15])=[CH:12]2)[C:7]2[CH:20]=[C:21]([O:30][CH3:31])[C:22]([O:24][CH2:25][C:26]([F:28])([F:29])[F:27])=[CH:23][C:6]=2[CH2:5]1)([CH3:3])[CH3:2], predict the reactants needed to synthesize it.